Dataset: Full USPTO retrosynthesis dataset with 1.9M reactions from patents (1976-2016). Task: Predict the reactants needed to synthesize the given product. Given the product [O:2]1[C:6]2[CH:7]=[CH:8][CH:9]=[C:10]([CH:11]3[CH2:16][CH2:15][N:14]([CH2:17][CH2:18][C@H:19]4[CH2:20][CH2:21][C@H:22]([NH:25][C:33](=[O:34])[CH2:32][CH:27]5[CH2:28][CH2:29][CH2:30][CH2:31][O:26]5)[CH2:23][CH2:24]4)[CH2:13][CH2:12]3)[C:5]=2[O:4][CH2:3]1, predict the reactants needed to synthesize it. The reactants are: Cl.[O:2]1[C:6]2[CH:7]=[CH:8][CH:9]=[C:10]([CH:11]3[CH2:16][CH2:15][N:14]([CH2:17][CH2:18][C@H:19]4[CH2:24][CH2:23][C@H:22]([NH2:25])[CH2:21][CH2:20]4)[CH2:13][CH2:12]3)[C:5]=2[O:4][CH2:3]1.[O:26]1[CH2:31][CH2:30][CH2:29][CH2:28][CH:27]1[CH2:32][C:33](O)=[O:34].